This data is from NCI-60 drug combinations with 297,098 pairs across 59 cell lines. The task is: Regression. Given two drug SMILES strings and cell line genomic features, predict the synergy score measuring deviation from expected non-interaction effect. (1) Drug 1: C1=NC2=C(N=C(N=C2N1C3C(C(C(O3)CO)O)O)F)N. Drug 2: C(CN)CNCCSP(=O)(O)O. Cell line: SF-295. Synergy scores: CSS=-5.79, Synergy_ZIP=-1.87, Synergy_Bliss=-8.14, Synergy_Loewe=-12.1, Synergy_HSA=-7.87. (2) Drug 1: C1CCN(CC1)CCOC2=CC=C(C=C2)C(=O)C3=C(SC4=C3C=CC(=C4)O)C5=CC=C(C=C5)O. Drug 2: CN(C(=O)NC(C=O)C(C(C(CO)O)O)O)N=O. Cell line: CAKI-1. Synergy scores: CSS=-1.57, Synergy_ZIP=-0.103, Synergy_Bliss=-4.24, Synergy_Loewe=-5.95, Synergy_HSA=-4.91. (3) Drug 1: C1=CC=C(C(=C1)C(C2=CC=C(C=C2)Cl)C(Cl)Cl)Cl. Drug 2: C(CN)CNCCSP(=O)(O)O. Cell line: COLO 205. Synergy scores: CSS=12.9, Synergy_ZIP=0.145, Synergy_Bliss=2.83, Synergy_Loewe=5.34, Synergy_HSA=1.07.